From a dataset of Forward reaction prediction with 1.9M reactions from USPTO patents (1976-2016). Predict the product of the given reaction. (1) Given the reactants CCOC(/N=N/C(OCC)=O)=O.[F:13][C:14]1[CH:15]=[CH:16][C:17]([N+:21]([O-:23])=[O:22])=[C:18]([OH:20])[CH:19]=1.[CH:24]1(O)[CH2:29][CH2:28][CH2:27][CH:26]=[CH:25]1.C1(P(C2C=CC=CC=2)C2C=CC=CC=2)C=CC=CC=1, predict the reaction product. The product is: [CH:29]1([O:20][C:18]2[CH:19]=[C:14]([F:13])[CH:15]=[CH:16][C:17]=2[N+:21]([O-:23])=[O:22])[CH2:28][CH2:27][CH2:26][CH:25]=[CH:24]1. (2) Given the reactants C(O[CH:4]=[C:5]([C:9](=O)[CH3:10])[C:6](=[O:8])[CH3:7])C.[F:12][C:13]([F:18])([F:17])[CH2:14][NH:15][NH2:16].Cl, predict the reaction product. The product is: [CH3:10][C:9]1[N:15]([CH2:14][C:13]([F:18])([F:17])[F:12])[N:16]=[CH:4][C:5]=1[C:6](=[O:8])[CH3:7]. (3) Given the reactants [Cl:1][C:2]1[CH:7]=[CH:6][C:5]([C:8]2[N:12]([CH:13]3[CH2:15][CH2:14]3)[C:11](=[O:16])[N:10]([CH2:17][C:18]3[CH:23]=[CH:22][C:21]([C:24]([OH:26])=O)=[CH:20][C:19]=3[O:27][CH3:28])[N:9]=2)=[CH:4][CH:3]=1.C1C=CC2N(O)N=NC=2C=1.C(Cl)CCl.[CH3:43][C:44]([NH2:47])([CH3:46])[CH3:45], predict the reaction product. The product is: [C:44]([NH:47][C:24]([C:21]1[CH:22]=[CH:23][C:18]([CH2:17][N:10]2[C:11](=[O:16])[N:12]([CH:13]3[CH2:15][CH2:14]3)[C:8]([C:5]3[CH:6]=[CH:7][C:2]([Cl:1])=[CH:3][CH:4]=3)=[N:9]2)=[C:19]([O:27][CH3:28])[CH:20]=1)=[O:26])([CH3:46])([CH3:45])[CH3:43]. (4) Given the reactants [CH3:1][O:2][C:3]1[CH:4]=[C:5]([NH:15][C:16]2[N:20]=[C:19]([NH2:21])[NH:18][N:17]=2)[CH:6]=[CH:7][C:8]=1[N:9]1[CH:13]=[C:12]([CH3:14])[N:11]=[CH:10]1.[Cl:22][C:23]1[CH:37]=[CH:36][C:26]([C:27](/[C:29](=[CH:32]/N(C)C)/[C:30]#[N:31])=O)=[CH:25][CH:24]=1, predict the reaction product. The product is: [Cl:22][C:23]1[CH:24]=[CH:25][C:26]([C:27]2[N:18]3[N:17]=[C:16]([NH:15][C:5]4[CH:6]=[CH:7][C:8]([N:9]5[CH:13]=[C:12]([CH3:14])[N:11]=[CH:10]5)=[C:3]([O:2][CH3:1])[CH:4]=4)[N:20]=[C:19]3[N:21]=[CH:32][C:29]=2[C:30]#[N:31])=[CH:36][CH:37]=1. (5) Given the reactants Br[C:2]1[CH:3]=[C:4]([CH:8]2[O:12][CH2:11][CH2:10][O:9]2)[CH:5]=[CH:6][CH:7]=1.BrCCBr.[Mg].[CH3:18][C:19]1[S:23][C:22]([CH:24]=[O:25])=[CH:21][CH:20]=1, predict the reaction product. The product is: [O:9]1[CH2:10][CH2:11][O:12][CH:8]1[C:4]1[CH:3]=[C:2]([CH:24]([C:22]2[S:23][C:19]([CH3:18])=[CH:20][CH:21]=2)[OH:25])[CH:7]=[CH:6][CH:5]=1.